The task is: Predict the product of the given reaction.. This data is from Forward reaction prediction with 1.9M reactions from USPTO patents (1976-2016). The product is: [Cl:19][C:20]1[CH:21]=[CH:22][C:23]2[N:29]([C:55](=[O:57])[C:2]3[CH:7]=[CH:6][C:5]([NH:8][C:9](=[O:17])[C:10]4[CH:15]=[CH:14][CH:13]=[CH:12][C:11]=4[CH3:16])=[CH:4][C:3]=3[CH3:18])[CH2:28][CH2:27][CH2:26][C:25](=[O:30])[C:24]=2[CH:31]=1. Given the reactants Br[C:2]1[CH:7]=[CH:6][C:5]([NH:8][C:9](=[O:17])[C:10]2[CH:15]=[CH:14][CH:13]=[CH:12][C:11]=2[CH3:16])=[CH:4][C:3]=1[CH3:18].[Cl:19][C:20]1[CH:21]=[CH:22][C:23]2[NH:29][CH2:28][CH2:27][CH2:26][C:25](=[O:30])[C:24]=2[CH:31]=1.C1(P(C2C=CC=CC=2)C2C=CC=CC=2)C=CC=CC=1.[C]=O.[OH-].[Na+].[C:55](OCC)(=[O:57])C, predict the reaction product.